From a dataset of Full USPTO retrosynthesis dataset with 1.9M reactions from patents (1976-2016). Predict the reactants needed to synthesize the given product. (1) Given the product [C:1]([O:5][C:6]([NH:8][CH2:9][C@H:10]1[CH2:15][CH2:14][C@H:13]([C:16]([NH:18][C@H:19]([C:38](=[O:39])[NH:41][C:42]2[CH:51]=[CH:50][C:45]3[NH:46][C:47](=[O:49])[NH:48][C:44]=3[CH:43]=2)[CH2:20][C:21]2[CH:22]=[CH:23][C:24]([C:27]3[CH:32]=[CH:31][C:30]([C:33]([O:35][CH3:36])=[O:34])=[N:29][C:28]=3[CH3:37])=[CH:25][CH:26]=2)=[O:17])[CH2:12][CH2:11]1)=[O:7])([CH3:2])([CH3:4])[CH3:3], predict the reactants needed to synthesize it. The reactants are: [C:1]([O:5][C:6]([NH:8][CH2:9][C@H:10]1[CH2:15][CH2:14][C@H:13]([C:16]([NH:18][C@H:19]([C:38](O)=[O:39])[CH2:20][C:21]2[CH:26]=[CH:25][C:24]([C:27]3[C:28]([CH3:37])=[N:29][C:30]([C:33]([O:35][CH3:36])=[O:34])=[CH:31][CH:32]=3)=[CH:23][CH:22]=2)=[O:17])[CH2:12][CH2:11]1)=[O:7])([CH3:4])([CH3:3])[CH3:2].[NH2:41][C:42]1[CH:51]=[CH:50][C:45]2[NH:46][C:47](=[O:49])[NH:48][C:44]=2[CH:43]=1.C(NC(C)C)(C)C.CN(C(ON1N=NC2C=CC=NC1=2)=[N+](C)C)C.F[P-](F)(F)(F)(F)F. (2) The reactants are: [O:1]1[CH:5]=[CH:4][C:3]([CH:6]=O)=[CH:2]1.[C:8]([C:11]1[S:12][CH:13]=[CH:14][CH:15]=1)(=O)[CH3:9].[C:16]([CH2:18][C:19]([O:21]CC)=O)#[N:17].C([O-])(=O)C.[NH4+:28]. Given the product [O:1]1[CH:5]=[CH:4][C:3]([C:6]2[CH:9]=[C:8]([C:11]3[S:12][CH:13]=[CH:14][CH:15]=3)[NH:28][C:19](=[O:21])[C:18]=2[C:16]#[N:17])=[CH:2]1, predict the reactants needed to synthesize it.